Dataset: Catalyst prediction with 721,799 reactions and 888 catalyst types from USPTO. Task: Predict which catalyst facilitates the given reaction. Reactant: [CH2:1]([C:6]1[S:10][C:9]([NH:11][C:12]([C:14]2[N:15]([CH3:22])[CH:16]=[C:17]([N+:19]([O-:21])=[O:20])[CH:18]=2)=[O:13])=[N:8][C:7]=1[C:23]([OH:25])=O)[CH2:2][CH:3]([CH3:5])[CH3:4].CN1CCOCC1.[N:33]1([CH2:39][CH2:40][NH2:41])[CH2:38][CH2:37][O:36][CH2:35][CH2:34]1.CN(C(ON1N=NC2C=CC=CC1=2)=[N+](C)C)C.F[P-](F)(F)(F)(F)F.[OH-].[Na+]. Product: [CH2:1]([C:6]1[S:10][C:9]([NH:11][C:12]([C:14]2[N:15]([CH3:22])[CH:16]=[C:17]([N+:19]([O-:21])=[O:20])[CH:18]=2)=[O:13])=[N:8][C:7]=1[C:23]([NH:41][CH2:40][CH2:39][N:33]1[CH2:38][CH2:37][O:36][CH2:35][CH2:34]1)=[O:25])[CH2:2][CH:3]([CH3:5])[CH3:4]. The catalyst class is: 39.